From a dataset of Full USPTO retrosynthesis dataset with 1.9M reactions from patents (1976-2016). Predict the reactants needed to synthesize the given product. (1) The reactants are: [CH3:1][O:2][CH2:3][CH2:4][O:5][CH2:6][CH2:7][O:8][CH2:9][CH2:10][O:11][CH2:12][CH2:13][O:14][CH2:15][CH2:16][O:17][C:18]1[CH:19]=[C:20]([CH:22]=[C:23]([O:25][CH3:26])[CH:24]=1)[NH2:21].Cl[C:28]1[N:33]=[C:32]([O:34][C:35]2[C:44]3[C:39](=[CH:40][CH:41]=[CH:42][CH:43]=3)[C:38]([NH:45][C:46]([NH:48][C:49]3[N:53]([C:54]4[CH:59]=[CH:58][C:57]([CH3:60])=[CH:56][CH:55]=4)[N:52]=[C:51]([CH:61]([CH3:63])[CH3:62])[CH:50]=3)=[O:47])=[CH:37][CH:36]=2)[CH:31]=[CH:30][N:29]=1.C1COCC1. Given the product [CH3:1][O:2][CH2:3][CH2:4][O:5][CH2:6][CH2:7][O:8][CH2:9][CH2:10][O:11][CH2:12][CH2:13][O:14][CH2:15][CH2:16][O:17][C:18]1[CH:19]=[C:20]([NH:21][C:28]2[N:33]=[C:32]([O:34][C:35]3[C:44]4[C:39](=[CH:40][CH:41]=[CH:42][CH:43]=4)[C:38]([NH:45][C:46]([NH:48][C:49]4[N:53]([C:54]5[CH:55]=[CH:56][C:57]([CH3:60])=[CH:58][CH:59]=5)[N:52]=[C:51]([CH:61]([CH3:63])[CH3:62])[CH:50]=4)=[O:47])=[CH:37][CH:36]=3)[CH:31]=[CH:30][N:29]=2)[CH:22]=[C:23]([O:25][CH3:26])[CH:24]=1, predict the reactants needed to synthesize it. (2) Given the product [CH2:21]([O:20][C:18]([N:12]1[C:11]2[CH:10]=[CH:9][CH:8]=[CH:7][C:6]=2[C:5]2[C:13]1=[CH:1][CH:2]=[CH:3][CH:4]=2)=[O:19])[CH3:22], predict the reactants needed to synthesize it. The reactants are: [CH:1]1[C:13]2[NH:12][C:11]3[C:6](=[CH:7][CH:8]=[CH:9][CH:10]=3)[C:5]=2[CH:4]=[CH:3][CH:2]=1.ClCCl.Cl[C:18]([O:20][CH2:21][CH3:22])=[O:19].Cl. (3) Given the product [Cl:6][C:7]1[CH:8]=[C:9]([CH:10]=[CH:11][CH:12]=1)[CH2:13][C:14]1[O:15][C:2](=[O:3])[S:4][N:16]=1, predict the reactants needed to synthesize it. The reactants are: Cl[C:2]([S:4]Cl)=[O:3].[Cl:6][C:7]1[CH:8]=[C:9]([CH2:13][C:14]([NH2:16])=[O:15])[CH:10]=[CH:11][CH:12]=1.